The task is: Predict the product of the given reaction.. This data is from Forward reaction prediction with 1.9M reactions from USPTO patents (1976-2016). (1) Given the reactants [CH:1]1([N:9]2[C:12](=[O:13])[C:11]([CH3:15])([CH3:14])[NH:10]2)[CH2:8][CH2:7][CH2:6][CH2:5][CH2:4][CH2:3][CH2:2]1.[Cl:16][C:17]1[CH:24]=[CH:23][CH:22]=[CH:21][C:18]=1[CH2:19]Br, predict the reaction product. The product is: [Cl:16][C:17]1[CH:24]=[CH:23][CH:22]=[CH:21][C:18]=1[CH2:19][N:10]1[C:11]([CH3:15])([CH3:14])[C:12](=[O:13])[N:9]1[CH:1]1[CH2:8][CH2:7][CH2:6][CH2:5][CH2:4][CH2:3][CH2:2]1. (2) Given the reactants [NH2:1][C:2]1[N:6]([C:7]2[CH:12]=[C:11]([S:13][CH2:14][C:15]([F:18])([F:17])[F:16])[C:10]([CH3:19])=[CH:9][C:8]=2[F:20])[N:5]=[C:4]([O:21][C:22]([F:31])([F:30])[CH:23]([F:29])[O:24][C:25]([F:28])([F:27])[F:26])[CH:3]=1.[Cl:32]N1C(=O)CCC1=O, predict the reaction product. The product is: [NH2:1][C:2]1[N:6]([C:7]2[CH:12]=[C:11]([S:13][CH2:14][C:15]([F:18])([F:17])[F:16])[C:10]([CH3:19])=[CH:9][C:8]=2[F:20])[N:5]=[C:4]([O:21][C:22]([F:30])([F:31])[CH:23]([F:29])[O:24][C:25]([F:26])([F:27])[F:28])[C:3]=1[Cl:32]. (3) Given the reactants [CH3:1][O:2][C:3]([CH:5]1[CH2:11][CH2:10][N:9]([C:12]([O:14][C:15]([CH3:18])([CH3:17])[CH3:16])=[O:13])[C:8]2[CH:19]=[CH:20][CH:21]=[CH:22][C:7]=2[CH2:6]1)=[O:4].[CH2:23](I)[CH3:24], predict the reaction product. The product is: [CH3:1][O:2][C:3]([C:5]1([CH2:23][CH3:24])[CH2:11][CH2:10][N:9]([C:12]([O:14][C:15]([CH3:18])([CH3:16])[CH3:17])=[O:13])[C:8]2[CH:19]=[CH:20][CH:21]=[CH:22][C:7]=2[CH2:6]1)=[O:4]. (4) Given the reactants Cl[C:2]1[CH:35]=[CH:34][C:5]2[B:6]([C:16]3[C:21]([C:22]([CH3:25])([CH3:24])[CH3:23])=[CH:20][C:19]([C:26]([CH3:29])([CH3:28])[CH3:27])=[CH:18][C:17]=3[C:30]([CH3:33])([CH3:32])[CH3:31])[C:7]3[CH:14]=[CH:13][C:12](Cl)=[CH:11][C:8]=3[CH:9]=[CH:10][C:4]=2[CH:3]=1.[CH3:36][O:37][C:38]1[CH:43]=[CH:42][C:41]([Mg]Br)=[CH:40][CH:39]=1, predict the reaction product. The product is: [CH3:36][O:37][C:38]1[CH:43]=[CH:42][C:41]([C:2]2[CH:35]=[CH:34][C:5]3[B:6]([C:16]4[C:21]([C:22]([CH3:24])([CH3:23])[CH3:25])=[CH:20][C:19]([C:26]([CH3:29])([CH3:27])[CH3:28])=[CH:18][C:17]=4[C:30]([CH3:31])([CH3:32])[CH3:33])[C:7]4[CH:14]=[CH:13][C:12]([C:41]5[CH:42]=[CH:43][C:38]([O:37][CH3:36])=[CH:39][CH:40]=5)=[CH:11][C:8]=4[CH:9]=[CH:10][C:4]=3[CH:3]=2)=[CH:40][CH:39]=1. (5) Given the reactants Cl.Cl.[F:3][C:4]1[CH:9]=[C:8]([C:10]#[N:11])[CH:7]=[CH:6][C:5]=1[C:12]1[CH:17]=[CH:16][C:15]([O:18][C:19]([F:22])([F:21])[F:20])=[C:14]([CH2:23][NH:24][C@H:25]2[CH2:30][CH2:29][NH:28][CH2:27][C@H:26]2[C:31]2[CH:36]=[CH:35][CH:34]=[CH:33][CH:32]=2)[CH:13]=1.[O:37]=[C:38]1[NH:42][C@@H:41]([CH2:43][C:44](O)=[O:45])[C:40](=[O:47])[NH:39]1, predict the reaction product. The product is: [O:37]=[C:38]1[NH:42][C@@H:41]([CH2:43][C:44]([N:28]2[CH2:29][CH2:30][C@H:25]([NH:24][CH2:23][C:14]3[CH:13]=[C:12]([C:5]4[CH:6]=[CH:7][C:8]([C:10]#[N:11])=[CH:9][C:4]=4[F:3])[CH:17]=[CH:16][C:15]=3[O:18][C:19]([F:21])([F:22])[F:20])[C@H:26]([C:31]3[CH:32]=[CH:33][CH:34]=[CH:35][CH:36]=3)[CH2:27]2)=[O:45])[C:40](=[O:47])[NH:39]1. (6) Given the reactants [CH:1]1[CH:2]=[CH:3][C:4]([C@@H:7]([N:15]2[CH2:20][CH2:19][N:18]([CH2:21][CH2:22][O:23][CH2:24][C:25]([OH:27])=[O:26])[CH2:17][CH2:16]2)[C:8]2[CH:9]=[CH:10][C:11]([Cl:14])=[CH:12][CH:13]=2)=[CH:5][CH:6]=1.Cl.Cl.[OH-].[Na+].[Si](O)(O)(O)O.C([O-])(=O)CCCCCCCCCCCCCCCCC.[Mg+2].C([O-])(=O)CCCCCCCCCCCCCCCCC, predict the reaction product. The product is: [CH:1]1[CH:2]=[CH:3][C:4]([C@@H:7]([N:15]2[CH2:20][CH2:19][N:18]([CH2:21][CH2:22][O:23][CH2:24][C:25]([OH:27])=[O:26])[CH2:17][CH2:16]2)[C:8]2[CH:9]=[CH:10][C:11]([Cl:14])=[CH:12][CH:13]=2)=[CH:5][CH:6]=1. (7) Given the reactants [CH3:16][C:11]1([CH3:17])[C:12]([CH3:15])([CH3:14])[O:13][B:9]([B:9]2[O:13][C:12]([CH3:15])([CH3:14])[C:11]([CH3:17])([CH3:16])[O:10]2)[O:10]1.[C:19]([O-])(=O)[CH3:20].[K+].O1[CH2:29][CH2:28][O:27][CH2:26]C1.ClCCl.[OH2:33], predict the reaction product. The product is: [CH3:15][C:12]1([CH3:14])[C:11]([CH3:16])([CH3:17])[O:10][B:9]([C:20]2[CH2:19][CH2:14][CH:12]([CH2:29][C:28]([O:27][CH3:26])=[O:33])[CH2:11][CH:16]=2)[O:13]1.